From a dataset of Catalyst prediction with 721,799 reactions and 888 catalyst types from USPTO. Predict which catalyst facilitates the given reaction. (1) Reactant: [N+:1]([C:4]1[CH:5]=[CH:6][C:7]([O:10][C:11]2[CH:12]=[C:13]3[C:17](=[CH:18][CH:19]=2)[NH:16][N:15]=[CH:14]3)=[N:8][CH:9]=1)([O-:3])=[O:2].[H-].[Na+].[CH3:22]I. Product: [N+:1]([C:4]1[CH:5]=[CH:6][C:7]([O:10][C:11]2[CH:12]=[C:13]3[C:17](=[CH:18][CH:19]=2)[N:16]([CH3:22])[N:15]=[CH:14]3)=[N:8][CH:9]=1)([O-:3])=[O:2]. The catalyst class is: 18. (2) Reactant: [Cl:1][C:2]1[N:11]=[CH:10][CH:9]=[CH:8][C:3]=1[C:4](OC)=[O:5].C1COCC1.C(O)C.[BH4-].[Na+]. Product: [Cl:1][C:2]1[C:3]([CH2:4][OH:5])=[CH:8][CH:9]=[CH:10][N:11]=1. The catalyst class is: 6.